Regression. Given a peptide amino acid sequence and an MHC pseudo amino acid sequence, predict their binding affinity value. This is MHC class II binding data. From a dataset of Peptide-MHC class II binding affinity with 134,281 pairs from IEDB. (1) The binding affinity (normalized) is 0.254. The peptide sequence is GGFMTTAFQYIIDNKG. The MHC is HLA-DQA10401-DQB10402 with pseudo-sequence HLA-DQA10401-DQB10402. (2) The peptide sequence is GELQIVDKINAAFKI. The MHC is DRB1_1501 with pseudo-sequence DRB1_1501. The binding affinity (normalized) is 0.593. (3) The peptide sequence is DFDGRSEFAYGSFVR. The MHC is DRB1_1101 with pseudo-sequence DRB1_1101. The binding affinity (normalized) is 0.246. (4) The peptide sequence is LCSDKQPCNGVTMND. The MHC is DRB1_0401 with pseudo-sequence DRB1_0401. The binding affinity (normalized) is 0.148.